From a dataset of M1 muscarinic receptor agonist screen with 61,833 compounds. Binary Classification. Given a drug SMILES string, predict its activity (active/inactive) in a high-throughput screening assay against a specified biological target. The drug is S(=O)(=O)(N(C)C)c1ccc(NC(=O)c2ncccc2)cc1. The result is 0 (inactive).